This data is from Reaction yield outcomes from USPTO patents with 853,638 reactions. The task is: Predict the reaction yield, written as a fraction of the theoretical maximum amount of product (1.0 means a 100% yield; for example, 0.34 means a 34% yield). (1) The reactants are [NH2:1][CH2:2][C@H:3]1[CH2:8][CH2:7][N:6]([C:9]([O:11][CH2:12][C:13]2[CH:18]=[CH:17][C:16]([CH3:19])=[CH:15][CH:14]=2)=[O:10])[CH2:5][C@H:4]1[F:20].Cl[C:22]1[N:27]=[CH:26][CH:25]=[CH:24][N:23]=1.C([O-])(O)=O.[Na+]. The catalyst is C(O)CCC.C(N(C(C)C)CC)(C)C.CCOC(C)=O. The product is [F:20][C@H:4]1[C@@H:3]([CH2:2][NH:1][C:22]2[N:27]=[CH:26][CH:25]=[CH:24][N:23]=2)[CH2:8][CH2:7][N:6]([C:9]([O:11][CH2:12][C:13]2[CH:14]=[CH:15][C:16]([CH3:19])=[CH:17][CH:18]=2)=[O:10])[CH2:5]1. The yield is 0.650. (2) The reactants are [C:1]([C:4]1[C:22](=[O:23])[C@@:8]2([CH3:24])[C:9]3[C:15]([OH:16])=[CH:14][C:13]([O:17][CH3:18])=[C:12]([C:19]([NH2:21])=[O:20])[C:10]=3[O:11][C:7]2=[CH:6][C:5]=1[OH:25])(=[O:3])[CH3:2].[CH2:26]([O:28][C:29]1[CH:38]=[CH:37][C:36]2[C:31](=[CH:32][CH:33]=[CH:34][CH:35]=2)[C:30]=1[CH:39]=O)[CH3:27].C([SiH](CC)CC)C.FC(F)(F)C(O)=O. The catalyst is C(#N)C. The product is [C:1]([C:4]1[C:22](=[O:23])[C@@:8]2([CH3:24])[C:9]3[C:15]([OH:16])=[CH:14][C:13]([O:17][CH3:18])=[C:12]([C:19]([NH:21][CH2:39][C:30]4[C:31]5[C:36](=[CH:35][CH:34]=[CH:33][CH:32]=5)[CH:37]=[CH:38][C:29]=4[O:28][CH2:26][CH3:27])=[O:20])[C:10]=3[O:11][C:7]2=[CH:6][C:5]=1[OH:25])(=[O:3])[CH3:2]. The yield is 0.550. (3) The reactants are [F:1][C:2]1[CH:3]=[C:4]([C@H:8]2[CH2:12][CH2:11][CH2:10][N:9]2[C:13]2[CH:18]=[CH:17][N:16]3[N:19]=[CH:20][C:21]([NH2:22])=[C:15]3[N:14]=2)[CH:5]=[CH:6][CH:7]=1.[CH3:23][C:24]1[N:25]=[CH:26][C:27]([C:30](O)=[O:31])=[N:28][CH:29]=1.CN(C(ON1N=NC2C=CC=NC1=2)=[N+](C)C)C.F[P-](F)(F)(F)(F)F.CCN(C(C)C)C(C)C. The catalyst is CCOCC.CN(C=O)C. The product is [F:1][C:2]1[CH:3]=[C:4]([C@H:8]2[CH2:12][CH2:11][CH2:10][N:9]2[C:13]2[CH:18]=[CH:17][N:16]3[N:19]=[CH:20][C:21]([NH:22][C:30]([C:27]4[CH:26]=[N:25][C:24]([CH3:23])=[CH:29][N:28]=4)=[O:31])=[C:15]3[N:14]=2)[CH:5]=[CH:6][CH:7]=1. The yield is 0.630. (4) The reactants are Cl.[NH2:2][CH2:3][C:4]1[CH:9]=[CH:8][C:7](B(O)O)=[CH:6][CH:5]=1.Br[C:14]1[CH:19]=[CH:18][C:17]([C:20]([F:23])([F:22])[F:21])=[CH:16][CH:15]=1.P([O-])([O-])([O-])=O.[K+].[K+].[K+].C(COC)OC.O. The catalyst is C(OCC)(=O)C.C1C=CC([P]([Pd]([P](C2C=CC=CC=2)(C2C=CC=CC=2)C2C=CC=CC=2)([P](C2C=CC=CC=2)(C2C=CC=CC=2)C2C=CC=CC=2)[P](C2C=CC=CC=2)(C2C=CC=CC=2)C2C=CC=CC=2)(C2C=CC=CC=2)C2C=CC=CC=2)=CC=1.CO.O. The product is [F:21][C:20]([F:23])([F:22])[C:17]1[CH:18]=[CH:19][C:14]([C:6]2[CH:7]=[CH:8][CH:9]=[C:4]([CH2:3][NH2:2])[CH:5]=2)=[CH:15][CH:16]=1. The yield is 0.660. (5) The reactants are [NH2:1][C@H:2]([C:5]1[CH:10]=[CH:9][CH:8]=[CH:7][CH:6]=1)[CH2:3][OH:4].[Cl:11][C:12]1[CH:17]=[N:16][CH:15]=[C:14](Cl)[N:13]=1. No catalyst specified. The product is [Cl:11][C:12]1[N:13]=[C:14]([NH:1][C@H:2]([C:5]2[CH:10]=[CH:9][CH:8]=[CH:7][CH:6]=2)[CH2:3][OH:4])[CH:15]=[N:16][CH:17]=1. The yield is 0.370. (6) No catalyst specified. The product is [OH:1][C@@:2]([C:29]1[O:30][C:31]([CH3:34])=[CH:32][N:33]=1)([CH3:28])[C:3]#[C:4][C:5]1[CH:6]=[C:7]([C:11]2[N:12]=[C:13]([C:14]([NH2:35])=[O:26])[C:18]3[C:19](=[C:21]([O:23][CH3:24])[CH:15]=[CH:16][CH:17]=3)[N:20]=2)[CH:8]=[CH:9][CH:10]=1. The reactants are [OH:1][C@@:2]([C:29]1[O:30][C:31]([CH3:34])=[CH:32][N:33]=1)([CH3:28])[C:3]#[C:4][C:5]1[CH:6]=[C:7]([C:11]2[N:20]=[C:19]([C:21]([O:23][CH2:24]C)=O)[C:18]3[C:13](=[C:14]([O:26]C)[CH:15]=[CH:16][CH:17]=3)[N:12]=2)[CH:8]=[CH:9][CH:10]=1.[NH3:35]. The yield is 0.260. (7) The reactants are C(OC([N:8]1[CH2:12][CH2:11][CH2:10][C@H:9]1[CH2:13][NH:14][C:15](=[O:20])[C:16]([F:19])([F:18])[F:17])=O)(C)(C)C.[ClH:21]. The catalyst is C1COCC1.O1CCOCC1. The product is [ClH:21].[F:19][C:16]([F:17])([F:18])[C:15]([NH:14][CH2:13][C@@H:9]1[CH2:10][CH2:11][CH2:12][NH:8]1)=[O:20]. The yield is 1.00. (8) The reactants are [Cl:1][C:2]1[CH:3]=[C:4]([C@@:9]23[CH2:14][CH:13]2[CH2:12][O:11][C:10]3=[O:15])[CH:5]=[CH:6][C:7]=1[Cl:8].ClCCl. The catalyst is O1CCCC1. The product is [Cl:1][C:2]1[CH:3]=[C:4]([C@@:9]2([CH2:10][OH:15])[CH2:14][CH:13]2[CH2:12][OH:11])[CH:5]=[CH:6][C:7]=1[Cl:8]. The yield is 0.920. (9) The reactants are [N+:1]([C:4]1[CH:12]=[CH:11][C:7]([CH2:8][CH2:9][OH:10])=[CH:6][CH:5]=1)([O-:3])=[O:2].[Si:13](Cl)([C:16]([CH3:19])([CH3:18])[CH3:17])([CH3:15])[CH3:14].N1C=CN=C1. The catalyst is O1CCCC1. The product is [C:16]([Si:13]([CH3:15])([CH3:14])[O:10][CH2:9][CH2:8][C:7]1[CH:6]=[CH:5][C:4]([N+:1]([O-:3])=[O:2])=[CH:12][CH:11]=1)([CH3:19])([CH3:18])[CH3:17]. The yield is 0.980.